From a dataset of Reaction yield outcomes from USPTO patents with 853,638 reactions. Predict the reaction yield, written as a fraction of the theoretical maximum amount of product (1.0 means a 100% yield; for example, 0.34 means a 34% yield). (1) The yield is 0.770. The product is [F:57][CH:58]1[CH2:61][N:60]([C:22]([C:7]2[C:8]3[CH2:9][CH2:10][C:11]4([NH:20][C:21]=3[C:4]3[N:3]=[C:2]([CH3:1])[N:25]([CH3:26])[C:5]=3[CH:6]=2)[CH2:19][C:18]2[C:13](=[CH:14][CH:15]=[CH:16][CH:17]=2)[CH2:12]4)=[O:24])[CH2:59]1. The reactants are [CH3:1][C:2]1[N:25]([CH3:26])[C:5]2[CH:6]=[C:7]([C:22]([OH:24])=O)[C:8]3[CH2:9][CH2:10][C:11]4([NH:20][C:21]=3[C:4]=2[N:3]=1)[CH2:19][C:18]1[C:13](=[CH:14][CH:15]=[CH:16][CH:17]=1)[CH2:12]4.F[B-](F)(F)F.N1(OC(N(C)C)=[N+](C)C)C2C=CC=CC=2N=N1.C(N(CC)CC)C.Cl.[F:57][CH:58]1[CH2:61][NH:60][CH2:59]1. The catalyst is CN(C)C=O. (2) The reactants are [CH3:1][C:2]1([CH3:19])[O:8][CH2:7][C@@H:6]([OH:9])[C@H:5]([NH:10][C@H](C2C=CC=CC=2)C)[CH2:4][O:3]1. The catalyst is C(O)(C)C.[Pd]. The product is [NH2:10][C@@H:5]1[CH2:4][O:3][C:2]([CH3:1])([CH3:19])[O:8][CH2:7][C@H:6]1[OH:9]. The yield is 0.990. (3) The reactants are [NH2:1][C:2]1[S:6][N:5]=[C:4]([CH3:7])[C:3]=1[C:8]([OH:10])=O.S(Cl)(Cl)=O.[O:15]([C:22]1[N:27]=[CH:26][C:25]([NH2:28])=[CH:24][CH:23]=1)[C:16]1[CH:21]=[CH:20][CH:19]=[CH:18][CH:17]=1.C(N(CC)CC)C. No catalyst specified. The product is [NH2:1][C:2]1[S:6][N:5]=[C:4]([CH3:7])[C:3]=1[C:8]([NH:28][C:25]1[CH:26]=[N:27][C:22]([O:15][C:16]2[CH:21]=[CH:20][CH:19]=[CH:18][CH:17]=2)=[CH:23][CH:24]=1)=[O:10]. The yield is 0.150. (4) The reactants are [CH2:1]([C:5]1[O:6][C:7]2[CH:35]=[CH:34][CH:33]=[CH:32][C:8]=2[C:9]=1[CH2:10][CH2:11][C:12]1[CH:31]=[CH:30][C:15]([O:16][S:17]([C:20]2[CH:28]=[CH:27][C:23]([C:24]([OH:26])=[O:25])=[C:22]([OH:29])[CH:21]=2)(=[O:19])=[O:18])=[CH:14][CH:13]=1)[CH2:2][CH2:3][CH3:4].[C:36](OC(=O)C)(=[O:38])[CH3:37].O. The catalyst is CCOC(C)=O.CN(C)C1C=CN=CC=1. The product is [C:36]([O:29][C:22]1[CH:21]=[C:20]([S:17]([O:16][C:15]2[CH:14]=[CH:13][C:12]([CH2:11][CH2:10][C:9]3[C:8]4[CH:32]=[CH:33][CH:34]=[CH:35][C:7]=4[O:6][C:5]=3[CH2:1][CH2:2][CH2:3][CH3:4])=[CH:31][CH:30]=2)(=[O:18])=[O:19])[CH:28]=[CH:27][C:23]=1[C:24]([OH:26])=[O:25])(=[O:38])[CH3:37]. The yield is 0.760. (5) The reactants are [F:1][C:2]1[C:3](=[O:23])[N:4]2[C:8](=[C:9]([C:20]([OH:22])=O)[C:10]=1[NH:11][C:12]1[CH:17]=[CH:16][C:15]([I:18])=[CH:14][C:13]=1[F:19])[CH2:7][CH2:6][CH2:5]2.CN(C(ON1N=NC2C=CC=NC1=2)=[N+](C)C)C.F[P-](F)(F)(F)(F)F.CN1CCOCC1.[C:55]([O:59][CH2:60][CH2:61][O:62][NH2:63])([CH3:58])([CH3:57])[CH3:56]. The catalyst is CN(C=O)C. The product is [C:55]([O:59][CH2:60][CH2:61][O:62][NH:63][C:20]([C:9]1[C:10]([NH:11][C:12]2[CH:17]=[CH:16][C:15]([I:18])=[CH:14][C:13]=2[F:19])=[C:2]([F:1])[C:3](=[O:23])[N:4]2[C:8]=1[CH2:7][CH2:6][CH2:5]2)=[O:22])([CH3:58])([CH3:57])[CH3:56]. The yield is 0.730. (6) The reactants are [C:1]1([C:7]2[CH:12]=[CH:11][N:10]=[CH:9][CH:8]=2)[CH:6]=[CH:5][CH:4]=[CH:3][CH:2]=1.[CH2:13]1[CH2:19][S:16](=[O:18])(=[O:17])[O:15][CH2:14]1.[BH4-].[Na+].O. The catalyst is CC(C)=O.CO. The product is [C:1]1([C:7]2[CH2:12][CH2:11][N:10]([CH2:14][CH2:13][CH2:19][S:16]([OH:18])(=[O:17])=[O:15])[CH2:9][CH:8]=2)[CH:2]=[CH:3][CH:4]=[CH:5][CH:6]=1. The yield is 0.930. (7) The reactants are [O:1]1[C:5]2[CH:6]=[CH:7][CH:8]=[CH:9][C:4]=2[CH:3]=[C:2]1[Si](C)(C)C.[Br:14][C:15]1[CH:20]=[CH:19][C:18]([CH2:21][C:22](Cl)=[O:23])=[CH:17][CH:16]=1. The catalyst is C(Cl)Cl.Cl[Ti](Cl)(Cl)Cl. The product is [O:1]1[C:5]2[CH:6]=[CH:7][CH:8]=[CH:9][C:4]=2[CH:3]=[C:2]1[C:22](=[O:23])[CH2:21][C:18]1[CH:19]=[CH:20][C:15]([Br:14])=[CH:16][CH:17]=1. The yield is 0.170. (8) The reactants are Br[C:2]1[CH:7]=[CH:6][C:5]([C:8]2[N:13]=[CH:12][C:11]([OH:14])=[CH:10][CH:9]=2)=[C:4]([F:15])[CH:3]=1.[Na+].[CH3:17][S:18]([O-:20])=[O:19].[OH-].[Na+]. The catalyst is CS(C)=O. The product is [F:15][C:4]1[CH:3]=[C:2]([S:18]([CH3:17])(=[O:20])=[O:19])[CH:7]=[CH:6][C:5]=1[C:8]1[N:13]=[CH:12][C:11]([OH:14])=[CH:10][CH:9]=1. The yield is 0.680.